From a dataset of Forward reaction prediction with 1.9M reactions from USPTO patents (1976-2016). Predict the product of the given reaction. (1) Given the reactants [C:1]([NH:6][NH2:7])(=O)[CH:2]([CH3:4])[CH3:3].CNC.[CH3:11][C:12]#N.[CH3:14][O:15][C:16]([C:18]1[CH:19]=[C:20]([C:25]2[CH:30]=[CH:29][C:28]([CH3:31])=[CH:27][CH:26]=2)[CH:21]=[C:22]([NH2:24])[CH:23]=1)=[O:17], predict the reaction product. The product is: [CH3:14][O:15][C:16]([C:18]1[CH:19]=[C:20]([C:25]2[CH:30]=[CH:29][C:28]([CH3:31])=[CH:27][CH:26]=2)[CH:21]=[C:22]([N:24]2[C:11]([CH3:12])=[N:7][N:6]=[C:1]2[CH:2]([CH3:4])[CH3:3])[CH:23]=1)=[O:17]. (2) The product is: [CH3:1][O:2][C:3](=[O:18])[CH2:4][C@H:5]1[CH2:6][CH2:7][C@H:8]([C:11]2[CH:12]=[CH:13][C:14]([NH:17][C:47](=[O:48])[CH2:46][CH2:45][NH:44][C:42]([C:40]3[N:41]=[C:37]([C:32]4[CH:33]=[CH:34][CH:35]=[CH:36][C:31]=4[Cl:30])[O:38][C:39]=3[C:50]([F:51])([F:53])[F:52])=[O:43])=[CH:15][CH:16]=2)[CH2:9][CH2:10]1. Given the reactants [CH3:1][O:2][C:3](=[O:18])[CH2:4][C@H:5]1[CH2:10][CH2:9][C@H:8]([C:11]2[CH:16]=[CH:15][C:14]([NH2:17])=[CH:13][CH:12]=2)[CH2:7][CH2:6]1.CCN=C=NCCCN(C)C.[Cl:30][C:31]1[CH:36]=[CH:35][CH:34]=[CH:33][C:32]=1[C:37]1[O:38][C:39]([C:50]([F:53])([F:52])[F:51])=[C:40]([C:42]([NH:44][CH2:45][CH2:46][C:47](O)=[O:48])=[O:43])[N:41]=1.C1C=CC2N(O)N=NC=2C=1.C(N(C(C)C)C(C)C)C, predict the reaction product. (3) The product is: [C:1]([NH:4][C:5]([CH2:16][C:17]1[CH:22]=[CH:21][C:20]([C:42](=[O:28])[CH3:32])=[C:19]([N+:24]([O-:26])=[O:25])[CH:18]=1)([C:11]([O:13][CH2:14][CH3:15])=[O:12])[C:6]([O:8][CH2:9][CH3:10])=[O:7])(=[O:3])[CH3:2]. Given the reactants [C:1]([NH:4][C:5]([CH2:16][C:17]1[CH:22]=[CH:21][C:20](F)=[C:19]([N+:24]([O-:26])=[O:25])[CH:18]=1)([C:11]([O:13][CH2:14][CH3:15])=[O:12])[C:6]([O:8][CH2:9][CH3:10])=[O:7])(=[O:3])[CH3:2].[N+](CC)([O-])=[O:28].[CH2:32]1[CH2:42]CN2C(=NCCC2)CC1, predict the reaction product. (4) Given the reactants [F:1][C:2]1[CH:7]=[CH:6][C:5]([CH:8]([O:11][Si](C)(C)C)[C:9]#N)=[CH:4][CH:3]=1.[Li+].C[Si]([N-][Si](C)(C)C)(C)C.BrC[C:28]1[CH:29]=[C:30]([CH:35]=[CH:36][CH:37]=1)[C:31]([O:33][CH3:34])=[O:32].[N+](CCCC)(CCCC)(CCCC)CCCC.[F-].[NH4+].[Cl-], predict the reaction product. The product is: [F:1][C:2]1[CH:7]=[CH:6][C:5]([C:8](=[O:11])[CH2:9][C:28]2[CH:29]=[C:30]([CH:35]=[CH:36][CH:37]=2)[C:31]([O:33][CH3:34])=[O:32])=[CH:4][CH:3]=1. (5) Given the reactants Cl([O-])=O.[Na+].[OH2:5].O.P([O-])(O)(O)=O.[Na+].[Cl:13][C:14]1[CH:15]=[C:16]([CH:19]=[CH:20][C:21]=1[CH2:22][CH:23]([CH3:25])[CH3:24])[CH:17]=[O:18], predict the reaction product. The product is: [Cl:13][C:14]1[CH:15]=[C:16]([CH:19]=[CH:20][C:21]=1[CH2:22][CH:23]([CH3:25])[CH3:24])[C:17]([OH:5])=[O:18]. (6) Given the reactants [N:1]1([C:10]2[CH:15]=[CH:14][C:13]([CH2:16][C:17]([OH:19])=O)=[CH:12][CH:11]=2)[C:5]2[CH:6]=[CH:7][CH:8]=[CH:9][C:4]=2[N:3]=[CH:2]1.[NH2:20][C:21]1[CH:26]=[CH:25][C:24]([C:27]2[CH:32]=[CH:31][C:30]([C:33]#[N:34])=[CH:29][CH:28]=2)=[C:23]([C:35]([F:38])([F:37])[F:36])[CH:22]=1, predict the reaction product. The product is: [N:1]1([C:10]2[CH:11]=[CH:12][C:13]([CH2:16][C:17]([NH:20][C:21]3[CH:22]=[C:23]([C:35]([F:36])([F:37])[F:38])[C:24]([C:27]4[CH:32]=[CH:31][C:30]([C:33]#[N:34])=[CH:29][CH:28]=4)=[CH:25][CH:26]=3)=[O:19])=[CH:14][CH:15]=2)[C:5]2[CH:6]=[CH:7][CH:8]=[CH:9][C:4]=2[N:3]=[CH:2]1. (7) Given the reactants C(OC([NH:8][CH2:9][C@H:10]1[CH2:15][CH2:14][C@H:13]([C:16]([NH:18][C@@H:19]([CH2:43][C:44]2[CH:49]=[CH:48][C:47]([C:50]3[CH:55]=[C:54]([C:56](=[O:59])[NH:57][CH3:58])[CH:53]=[CH:52][C:51]=3[CH3:60])=[CH:46][CH:45]=2)[C:20]([NH:22][C:23]2[CH:28]=[CH:27][C:26]([C:29]3[NH:30][C:31]([C:34]([F:42])([F:41])[C:35]([F:40])([F:39])[C:36]([OH:38])=[O:37])=[N:32][N:33]=3)=[CH:25][CH:24]=2)=[O:21])=[O:17])[CH2:12][CH2:11]1)=O)(C)(C)C.[ClH:61].CO, predict the reaction product. The product is: [ClH:61].[NH2:8][CH2:9][C@H:10]1[CH2:15][CH2:14][C@H:13]([C:16]([NH:18][C@@H:19]([CH2:43][C:44]2[CH:45]=[CH:46][C:47]([C:50]3[CH:55]=[C:54]([C:56](=[O:59])[NH:57][CH3:58])[CH:53]=[CH:52][C:51]=3[CH3:60])=[CH:48][CH:49]=2)[C:20]([NH:22][C:23]2[CH:28]=[CH:27][C:26]([C:29]3[NH:30][C:31]([C:34]([F:42])([F:41])[C:35]([F:39])([F:40])[C:36]([OH:38])=[O:37])=[N:32][N:33]=3)=[CH:25][CH:24]=2)=[O:21])=[O:17])[CH2:12][CH2:11]1.